This data is from Full USPTO retrosynthesis dataset with 1.9M reactions from patents (1976-2016). The task is: Predict the reactants needed to synthesize the given product. (1) Given the product [F:45][C:42]1[CH:43]=[CH:44][C:31]2[C:30](=[CH:29][C:16]3[CH:15]=[CH:14][C:13]4[N:9]([CH2:8][CH2:7][N:1]5[CH2:2][CH2:3][O:4][CH2:5][CH2:6]5)[C:10](=[O:27])[NH:11][C:12]=4[CH:17]=3)[C:36]3[CH:37]=[CH:38][CH:39]=[CH:40][C:35]=3[CH2:34][O:33][C:32]=2[CH:41]=1, predict the reactants needed to synthesize it. The reactants are: [N:1]1([CH2:7][CH2:8][N:9]2[C:13]3[CH:14]=[CH:15][C:16](B4OC(C)(C)C(C)(C)O4)=[CH:17][C:12]=3[NH:11][C:10]2=[O:27])[CH2:6][CH2:5][O:4][CH2:3][CH2:2]1.Br[CH:29]=[C:30]1[C:36]2[CH:37]=[CH:38][CH:39]=[CH:40][C:35]=2[CH2:34][O:33][C:32]2[CH:41]=[C:42]([F:45])[CH:43]=[CH:44][C:31]1=2.C([O-])([O-])=O.[Na+].[Na+]. (2) Given the product [CH3:1][S:2]([NH:5][C:6]([C:8]1[CH:13]=[CH:12][CH:11]=[C:10]([CH2:14][C:15]2[C:23]3[C:18](=[CH:19][C:20]([CH3:24])=[CH:21][CH:22]=3)[N:17]([CH3:31])[C:16]=2[C:25]2[CH:30]=[CH:29][CH:28]=[CH:27][CH:26]=2)[N:9]=1)=[O:7])(=[O:3])=[O:4], predict the reactants needed to synthesize it. The reactants are: [CH3:1][S:2]([NH:5][C:6]([C:8]1[CH:13]=[CH:12][CH:11]=[C:10]([CH2:14][C:15]2[C:23]3[C:18](=[CH:19][C:20]([CH3:24])=[CH:21][CH:22]=3)[NH:17][C:16]=2[C:25]2[CH:30]=[CH:29][CH:28]=[CH:27][CH:26]=2)[N:9]=1)=[O:7])(=[O:4])=[O:3].[C:31](=O)([O-])[O-].[Cs+].[Cs+].CI. (3) Given the product [OH:1][C@H:2]1[CH2:3][CH2:4][C@H:5]([N:8]2[CH2:15][CH2:14][N:12]([CH3:13])[C:10](=[O:11])[CH2:9]2)[CH2:6][CH2:7]1, predict the reactants needed to synthesize it. The reactants are: [OH:1][C@H:2]1[CH2:7][CH2:6][C@H:5]([NH:8][CH2:9][C:10]([N:12]([CH2:14][CH:15](OC)OC)[CH3:13])=[O:11])[CH2:4][CH2:3]1.O.CS(O)(=O)=O.[OH-].[Na+]. (4) The reactants are: [Br:1][C:2]1[C:3]([F:21])=[CH:4][C:5](F)=[C:6]([C:8]([C:10]2[CH:19]=[CH:18][C:17]3[C:12](=[CH:13][CH:14]=[CH:15][CH:16]=3)[CH:11]=2)=O)[CH:7]=1.O.[NH2:23][NH2:24]. Given the product [Br:1][C:2]1[CH:7]=[C:6]2[C:5](=[CH:4][C:3]=1[F:21])[NH:24][N:23]=[C:8]2[C:10]1[CH:19]=[CH:18][C:17]2[C:12](=[CH:13][CH:14]=[CH:15][CH:16]=2)[CH:11]=1, predict the reactants needed to synthesize it. (5) Given the product [Cl:1][C:2]1[C:7]2[CH:8]=[CH:9][N:10]([CH2:18][O:17][CH2:16][CH2:15][Si:14]([CH3:21])([CH3:20])[CH3:13])[C:6]=2[CH:5]=[CH:4][N:3]=1, predict the reactants needed to synthesize it. The reactants are: [Cl:1][C:2]1[C:7]2[CH:8]=[CH:9][NH:10][C:6]=2[CH:5]=[CH:4][N:3]=1.[H-].[Na+].[CH3:13][Si:14]([CH3:21])([CH3:20])[CH2:15][CH2:16][O:17][CH2:18]Cl. (6) The reactants are: [CH3:1][C:2]1[O:6][C:5]([CH2:7]O)=[CH:4][C:3]=1[C:9]1[CH:14]=[CH:13][CH:12]=[C:11]([C:15]([F:18])([F:17])[F:16])[CH:10]=1.[NH:19]1[CH:23]=[C:22]([C:24]([O:26][CH2:27][CH3:28])=[O:25])[CH:21]=[N:20]1.C1(P(C2C=CC=CC=2)C2C=CC=CC=2)C=CC=CC=1.N(C(OC(C)C)=O)=NC(OC(C)C)=O.[Cl-].[NH4+]. Given the product [CH3:1][C:2]1[O:6][C:5]([CH2:7][N:19]2[CH:23]=[C:22]([C:24]([O:26][CH2:27][CH3:28])=[O:25])[CH:21]=[N:20]2)=[CH:4][C:3]=1[C:9]1[CH:14]=[CH:13][CH:12]=[C:11]([C:15]([F:16])([F:17])[F:18])[CH:10]=1, predict the reactants needed to synthesize it.